The task is: Predict the product of the given reaction.. This data is from Forward reaction prediction with 1.9M reactions from USPTO patents (1976-2016). (1) Given the reactants [CH2:1]([O:8][N:9]([C@H:22]1[CH2:27][N:26]([C:28]([O:30][C:31]([CH3:34])([CH3:33])[CH3:32])=[O:29])[C@H:25]([C:35](O)=[O:36])[CH2:24][CH2:23]1)[S:10]([C:13]1[CH:18]=[CH:17][CH:16]=[CH:15][C:14]=1[N+:19]([O-:21])=[O:20])(=[O:12])=[O:11])[C:2]1[CH:7]=[CH:6][CH:5]=[CH:4][CH:3]=1.CC[N:40]=C=NCCCN(C)C.C1C=CC2N(O)N=NC=2C=1.[NH4+].[Cl-].CCN(C(C)C)C(C)C, predict the reaction product. The product is: [CH2:1]([O:8][N:9]([C@H:22]1[CH2:27][N:26]([C:28]([O:30][C:31]([CH3:32])([CH3:33])[CH3:34])=[O:29])[C@H:25]([C:35](=[O:36])[NH2:40])[CH2:24][CH2:23]1)[S:10]([C:13]1[CH:18]=[CH:17][CH:16]=[CH:15][C:14]=1[N+:19]([O-:21])=[O:20])(=[O:12])=[O:11])[C:2]1[CH:3]=[CH:4][CH:5]=[CH:6][CH:7]=1. (2) Given the reactants Br[C:2]1[CH:6]=[CH:5][S:4][C:3]=1[C:7]1[S:8][CH:9]=[CH:10][C:11]=1Br.CC(C)([O-])C.[Na+].[CH2:19]([CH:21]([CH2:24][CH2:25][CH2:26][CH3:27])[CH2:22][NH2:23])[CH3:20].CCCCCC.ClCCl, predict the reaction product. The product is: [CH2:19]([CH:21]([CH2:24][CH2:25][CH2:26][CH3:27])[CH2:22][N:23]1[C:11]2[CH:10]=[CH:9][S:8][C:7]=2[C:3]2[S:4][CH:5]=[CH:6][C:2]1=2)[CH3:20]. (3) The product is: [Cl:1][C:2]1[CH:9]=[CH:8][C:5]([CH:6]=[O:7])=[C:4]([N:11]2[CH2:15][CH2:14][CH2:13][CH2:12]2)[CH:3]=1. Given the reactants [Cl:1][C:2]1[CH:9]=[CH:8][C:5]([CH:6]=[O:7])=[C:4](F)[CH:3]=1.[NH:11]1[CH2:15][CH2:14][CH2:13][CH2:12]1, predict the reaction product. (4) The product is: [Si:1]([O:18][CH2:19][CH2:20][CH:21]([C:26]1[CH:27]=[CH:28][C:29]([C:32]([F:33])([F:34])[F:35])=[CH:30][CH:31]=1)[CH2:22][C:23]#[N:25])([C:14]([CH3:15])([CH3:17])[CH3:16])([C:8]1[CH:9]=[CH:10][CH:11]=[CH:12][CH:13]=1)[C:2]1[CH:3]=[CH:4][CH:5]=[CH:6][CH:7]=1. Given the reactants [Si:1]([O:18][CH2:19][CH2:20][CH:21]([C:26]1[CH:31]=[CH:30][C:29]([C:32]([F:35])([F:34])[F:33])=[CH:28][CH:27]=1)[CH2:22][C:23]([NH2:25])=O)([C:14]([CH3:17])([CH3:16])[CH3:15])([C:8]1[CH:13]=[CH:12][CH:11]=[CH:10][CH:9]=1)[C:2]1[CH:7]=[CH:6][CH:5]=[CH:4][CH:3]=1.N12CCCN=C1CCCCC2.P(Cl)(Cl)(OC)=O.C(OCC)(=O)C, predict the reaction product.